From a dataset of Full USPTO retrosynthesis dataset with 1.9M reactions from patents (1976-2016). Predict the reactants needed to synthesize the given product. (1) The reactants are: [Cl:1][C:2]1[CH:7]=[C:6]([OH:8])[CH:5]=[CH:4][C:3]=1[CH:9]([CH3:27])[C:10]([C:16]1[CH:17]=[CH:18][C:19]2[O:23][C:22](=[O:24])[N:21]([CH3:25])[C:20]=2[CH:26]=1)([OH:15])[C:11]([F:14])([F:13])[F:12].[CH3:28][O:29][C:30](=[O:38])[C:31]1[CH:36]=[CH:35][C:34](Cl)=[N:33][CH:32]=1.C(N(CC)CC)C.N12CCN(CC1)CC2. Given the product [CH3:28][O:29][C:30](=[O:38])[C:31]1[CH:36]=[CH:35][C:34]([O:8][C:6]2[CH:5]=[CH:4][C:3]([CH:9]([CH3:27])[C:10]([OH:15])([C:16]3[CH:17]=[CH:18][C:19]4[O:23][C:22](=[O:24])[N:21]([CH3:25])[C:20]=4[CH:26]=3)[C:11]([F:12])([F:13])[F:14])=[C:2]([Cl:1])[CH:7]=2)=[N:33][CH:32]=1, predict the reactants needed to synthesize it. (2) Given the product [C:34]([C:2]1[CH:3]=[CH:4][C:5]([F:33])=[C:6]([C@:8]23[CH2:17][O:16][C@@H:15]([C:18]4[O:22][N:21]=[C:20]([CH3:23])[CH:19]=4)[CH2:14][C@H:13]2[CH2:12][S:11][C:10]([NH:24][C:25](=[O:32])[C:26]2[CH:27]=[CH:28][CH:29]=[CH:30][CH:31]=2)=[N:9]3)[CH:7]=1)#[N:35], predict the reactants needed to synthesize it. The reactants are: Br[C:2]1[CH:3]=[CH:4][C:5]([F:33])=[C:6]([C@:8]23[CH2:17][O:16][C@@H:15]([C:18]4[O:22][N:21]=[C:20]([CH3:23])[CH:19]=4)[CH2:14][C@H:13]2[CH2:12][S:11][C:10]([NH:24][C:25](=[O:32])[C:26]2[CH:31]=[CH:30][CH:29]=[CH:28][CH:27]=2)=[N:9]3)[CH:7]=1.[CH3:34][N:35](C)C=O. (3) Given the product [OH:3][C@@H:4]1[C@H:5]([OH:31])[CH2:6][N:7]([C:10]2[CH:19]=[C:18]3[C:13]([CH:14]=[C:15]([C:21]4[CH:26]=[CH:25][CH:24]=[CH:23][C:22]=4[C:27]([F:29])([F:28])[F:30])[NH:16][C:17]3=[O:20])=[CH:12][CH:11]=2)[C:8]1=[O:9], predict the reactants needed to synthesize it. The reactants are: CC1(C)[O:31][C@@H:5]2[CH2:6][N:7]([C:10]3[CH:19]=[C:18]4[C:13]([CH:14]=[C:15]([C:21]5[CH:26]=[CH:25][CH:24]=[CH:23][C:22]=5[C:27]([F:30])([F:29])[F:28])[NH:16][C:17]4=[O:20])=[CH:12][CH:11]=3)[C:8](=[O:9])[C@@H:4]2[O:3]1.Cl.[OH-].[Na+]. (4) Given the product [CH:30]([C:32]1[CH:40]=[CH:39][C:35]([C:36]([N:13]([CH2:14][C:15]2[N:16]([CH2:20][O:21][CH2:22][CH2:23][Si:24]([CH3:27])([CH3:26])[CH3:25])[CH:17]=[CH:18][N:19]=2)[CH2:12][C:8]2[N:7]([CH2:6][O:5][CH2:4][CH2:3][Si:2]([CH3:29])([CH3:28])[CH3:1])[CH:11]=[CH:10][N:9]=2)=[O:37])=[CH:34][CH:33]=1)=[O:31], predict the reactants needed to synthesize it. The reactants are: [CH3:1][Si:2]([CH3:29])([CH3:28])[CH2:3][CH2:4][O:5][CH2:6][N:7]1[CH:11]=[CH:10][N:9]=[C:8]1[CH2:12][NH:13][CH2:14][C:15]1[N:16]([CH2:20][O:21][CH2:22][CH2:23][Si:24]([CH3:27])([CH3:26])[CH3:25])[CH:17]=[CH:18][N:19]=1.[CH:30]([C:32]1[CH:40]=[CH:39][C:35]([C:36](O)=[O:37])=[CH:34][CH:33]=1)=[O:31]. (5) Given the product [OH:28][C:27]1([C:51]2[CH:52]=[C:53]3[C:48](=[CH:49][C:50]=2[OH:54])[CH2:47][CH2:46][CH2:45]3)[C:26]2[C:21](=[CH:22][CH:23]=[CH:24][CH:25]=2)[N:20]([CH2:29][C:30]([O:32][CH2:33][CH3:34])=[O:31])[C:19]1=[O:18], predict the reactants needed to synthesize it. The reactants are: BrC1C=CC=C2C=1C(=O)C(=O)N2CCCCC.[O:18]=[C:19]1[C:27](=[O:28])[C:26]2[C:21](=[CH:22][CH:23]=[CH:24][CH:25]=2)[N:20]1[CH2:29][C:30]([O:32][CH2:33][CH3:34])=[O:31].O1C2C=CC(O)=CC=2OC1.[CH2:45]1[C:53]2[C:48](=[CH:49][C:50]([OH:54])=[CH:51][CH:52]=2)[CH2:47][CH2:46]1. (6) Given the product [CH3:1][O:2][C:3]([C:5]1[CH:10]=[C:9]([N:12]=[N+:13]=[N-:14])[CH:8]=[CH:7][N:6]=1)=[O:4], predict the reactants needed to synthesize it. The reactants are: [CH3:1][O:2][C:3]([C:5]1[CH:10]=[C:9](Cl)[CH:8]=[CH:7][N:6]=1)=[O:4].[N-:12]=[N+:13]=[N-:14].[Na+]. (7) Given the product [NH2:2][C:3]1[S:4][CH:5]=[C:6]([CH2:8][N:12]([CH3:11])[O:13][CH3:14])[N:7]=1, predict the reactants needed to synthesize it. The reactants are: Cl.[NH2:2][C:3]1[S:4][CH:5]=[C:6]([CH2:8]Cl)[N:7]=1.Cl.[CH3:11][NH:12][O:13][CH3:14].CCN(C(C)C)C(C)C.